From a dataset of Retrosynthesis with 50K atom-mapped reactions and 10 reaction types from USPTO. Predict the reactants needed to synthesize the given product. The reactants are: O=Cc1ccc(Br)cc1O.OB(O)c1ccccc1. Given the product O=Cc1ccc(-c2ccccc2)cc1O, predict the reactants needed to synthesize it.